This data is from Forward reaction prediction with 1.9M reactions from USPTO patents (1976-2016). The task is: Predict the product of the given reaction. The product is: [Cl:3][C:4]1[C:8]([Cl:9])=[C:7]([C:10]([N:12]2[C:16](=[O:17])[C:15]([CH3:14])=[C:19]([C:20]3[CH:25]=[CH:24][CH:23]=[CH:22][CH:21]=3)[NH:13]2)=[O:11])[S:6][N:5]=1. Given the reactants [H-].[Na+].[Cl:3][C:4]1[C:8]([Cl:9])=[C:7]([C:10]([NH:12][NH2:13])=[O:11])[S:6][N:5]=1.[CH3:14][C:15](=[CH:19][C:20]1[CH:25]=[CH:24][CH:23]=[CH:22][CH:21]=1)[C:16](Cl)=[O:17].O, predict the reaction product.